From a dataset of Full USPTO retrosynthesis dataset with 1.9M reactions from patents (1976-2016). Predict the reactants needed to synthesize the given product. (1) The reactants are: C([O:3][C:4]([C:6]1[CH:7]=[CH:8][C:9]([Cl:15])=[C:10]2[O:14][CH:13]=[CH:12][C:11]=12)=[O:5])C.[OH-].[Na+]. Given the product [Cl:15][C:9]1[CH:8]=[CH:7][C:6]([C:4]([OH:5])=[O:3])=[C:11]2[C:10]=1[O:14][CH:13]=[CH:12]2, predict the reactants needed to synthesize it. (2) The reactants are: [CH3:1][C:2]([CH3:22])([CH3:21])[CH2:3][CH2:4][C@@H:5]1[CH2:10][C@@H:9]([C:11]2[O:15][NH:14][C:13](=[O:16])[CH:12]=2)[CH2:8][CH2:7][N:6]1C(OC)=O. Given the product [CH3:1][C:2]([CH3:22])([CH3:21])[CH2:3][CH2:4][C@@H:5]1[CH2:10][C@@H:9]([C:11]2[O:15][NH:14][C:13](=[O:16])[CH:12]=2)[CH2:8][CH2:7][NH:6]1, predict the reactants needed to synthesize it. (3) Given the product [F:27][C:4]1[C:5]2[O:9][CH:8]([C:10]3([OH:25])[CH2:11][CH2:12][N:13]([C:16]4[N:21]=[CH:20][C:19]([CH2:22][CH2:23][CH3:24])=[CH:18][N:17]=4)[CH2:14][CH2:15]3)[CH2:7][C:6]=2[CH:26]=[C:2]([C:36]2[CH2:41][CH2:40][N:39]([C:42]([O:44][C:45]([CH3:48])([CH3:47])[CH3:46])=[O:43])[CH2:38][CH:37]=2)[CH:3]=1, predict the reactants needed to synthesize it. The reactants are: Br[C:2]1[CH:3]=[C:4]([F:27])[C:5]2[O:9][CH:8]([C:10]3([OH:25])[CH2:15][CH2:14][N:13]([C:16]4[N:21]=[CH:20][C:19]([CH2:22][CH2:23][CH3:24])=[CH:18][N:17]=4)[CH2:12][CH2:11]3)[CH2:7][C:6]=2[CH:26]=1.CC1(C)C(C)(C)OB([C:36]2[CH2:41][CH2:40][N:39]([C:42]([O:44][C:45]([CH3:48])([CH3:47])[CH3:46])=[O:43])[CH2:38][CH:37]=2)O1.C([O-])([O-])=O.[K+].[K+].